Dataset: Forward reaction prediction with 1.9M reactions from USPTO patents (1976-2016). Task: Predict the product of the given reaction. (1) Given the reactants FC(F)(S(O[C:17]1[C:26]2[C:21](=[CH:22][CH:23]=[CH:24][CH:25]=2)[C:20]([Br:27])=[CH:19][C:18]=1[C:28]#[N:29])(=O)=O)C(F)(F)C(F)(F)C(F)(F)F.[Cl:31][C:32]1[CH:37]=[CH:36][C:35](B(O)O)=[CH:34][CH:33]=1.[C:41]([O-])([O-])=O.[K+].[K+], predict the reaction product. The product is: [Br:27][C:20]1[C:21]2[C:26](=[CH:25][CH:24]=[CH:23][CH:22]=2)[C:17]([C:35]2[CH:36]=[CH:37][C:32]([Cl:31])=[CH:33][CH:34]=2)=[C:18]([C:28]#[N:29])[C:19]=1[CH3:41]. (2) Given the reactants [Cl:1][C:2]1[CH:3]=[CH:4][C:5]2[N:11]3[C:12]([CH2:15][C:16]([CH3:19])([CH3:18])[CH3:17])=[N:13][N:14]=[C:10]3[C@@H:9]([CH2:20][CH2:21][C:22]#N)[O:8][C@H:7]([C:24]3[CH:29]=[CH:28][CH:27]=[C:26]([O:30][CH3:31])[C:25]=3[O:32][CH3:33])[C:6]=2[CH:34]=1.[OH-:35].[Na+].C[OH:38].Cl, predict the reaction product. The product is: [Cl:1][C:2]1[CH:3]=[CH:4][C:5]2[N:11]3[C:12]([CH2:15][C:16]([CH3:17])([CH3:19])[CH3:18])=[N:13][N:14]=[C:10]3[C@@H:9]([CH2:20][CH2:21][C:22]([OH:38])=[O:35])[O:8][C@H:7]([C:24]3[CH:29]=[CH:28][CH:27]=[C:26]([O:30][CH3:31])[C:25]=3[O:32][CH3:33])[C:6]=2[CH:34]=1. (3) Given the reactants [O:1]=[C:2]1[CH:11]=[CH:10][C:9]2[C:4](=[CH:5][CH:6]=[N:7][CH:8]=2)[N:3]1[CH2:12][C:13]([O:15]C)=[O:14].[OH-].[Na+], predict the reaction product. The product is: [O:1]=[C:2]1[CH:11]=[CH:10][C:9]2[C:4](=[CH:5][CH:6]=[N:7][CH:8]=2)[N:3]1[CH2:12][C:13]([OH:15])=[O:14]. (4) Given the reactants [Br:1][C:2]1[CH:7]=[CH:6][C:5]([OH:8])=[C:4]([Cl:9])[CH:3]=1.[CH3:10][Si:11](N[Si:11]([CH3:13])([CH3:12])[CH3:10])([CH3:13])[CH3:12], predict the reaction product. The product is: [Br:1][C:2]1[CH:7]=[CH:6][C:5]([O:8][Si:11]([CH3:13])([CH3:12])[CH3:10])=[C:4]([Cl:9])[CH:3]=1. (5) Given the reactants [N+:1]([C:4]1[S:5][CH:6]=[CH:7][CH:8]=1)([O-])=O.[Sn].CO[CH:12](OC)[CH2:13][C:14](=[O:16])[CH3:15].[OH-].[Na+].[CH3:21]CO, predict the reaction product. The product is: [S:5]1[C:4]2=[N:1][CH:12]=[C:13]([C:14](=[O:16])[CH3:15])[CH:21]=[C:8]2[CH:7]=[CH:6]1. (6) Given the reactants ClC1C=CC=C(C(OO)=[O:9])C=1.[Cl:12][C:13]1[CH:14]=[N:15][CH:16]=[C:17]([Cl:37])[C:18]=1[CH2:19][C:20]([C:22]1[C:23]2[N:24]([N:30]=[C:31]([C:33]([F:36])([F:35])[F:34])[CH:32]=2)[C:25]([O:28][CH3:29])=[CH:26][CH:27]=1)=[O:21].S([O-])([O-])(=O)=S.[Na+].[Na+], predict the reaction product. The product is: [Cl:12][C:13]1[CH:14]=[N+:15]([O-:9])[CH:16]=[C:17]([Cl:37])[C:18]=1[CH2:19][C:20]([C:22]1[C:23]2[N:24]([N:30]=[C:31]([C:33]([F:34])([F:35])[F:36])[CH:32]=2)[C:25]([O:28][CH3:29])=[CH:26][CH:27]=1)=[O:21]. (7) Given the reactants FC(F)(F)C(O)=O.[Br:8][C:9]1[CH:10]=[C:11]([N:15]2[C:23]3[CH2:22][CH2:21][NH:20][CH2:19][C:18]=3[C:17]([C:24]([O:26][CH2:27][CH3:28])=[O:25])=[N:16]2)[CH:12]=[CH:13][CH:14]=1.C(N(CC)CC)C.[CH3:36][C:37]1([CH3:40])[CH2:39][O:38]1, predict the reaction product. The product is: [Br:8][C:9]1[CH:10]=[C:11]([N:15]2[C:23]3[CH2:22][CH2:21][N:20]([CH2:36][C:37]([OH:38])([CH3:40])[CH3:39])[CH2:19][C:18]=3[C:17]([C:24]([O:26][CH2:27][CH3:28])=[O:25])=[N:16]2)[CH:12]=[CH:13][CH:14]=1. (8) Given the reactants [NH2:1][CH:2]1[CH2:7][CH2:6][N:5]([CH2:8][C:9]2[CH:10]=[CH:11][C:12]([C:15]3[S:23][C:22]4[C:17](=[N:18][CH:19]=[CH:20][C:21]=4[O:24][C:25]4[CH:30]=[CH:29][C:28]([NH:31][C:32]([NH:34][CH:35]5[CH2:37][CH2:36]5)=[O:33])=[CH:27][C:26]=4[F:38])[CH:16]=3)=[N:13][CH:14]=2)[CH2:4][CH2:3]1.N1[CH:44]=[CH:43][CH:42]=[CH:41][CH:40]=1.Cl[C:46]([O-:48])=[O:47].[CH3:49]N1C(=O)CCC1, predict the reaction product. The product is: [CH:35]1([NH:34][C:32](=[O:33])[NH:31][C:28]2[CH:29]=[CH:30][C:25]([O:24][C:21]3[CH:20]=[CH:19][N:18]=[C:17]4[CH:16]=[C:15]([C:12]5[N:13]=[CH:14][C:9]([CH2:8][N:5]6[CH2:6][CH2:7][CH:2]([NH:1][C:46](=[O:47])[O:48][C:40]7[CH:49]=[CH:44][CH:43]=[CH:42][CH:41]=7)[CH2:3][CH2:4]6)=[CH:10][CH:11]=5)[S:23][C:22]=34)=[C:26]([F:38])[CH:27]=2)[CH2:36][CH2:37]1. (9) The product is: [CH2:23]([O:25][C:26]1[CH:31]=[CH:30][C:29]([C:12](=[O:14])[CH2:11][C:8]2[CH:7]=[CH:6][C:5]([S:2]([CH3:1])(=[O:3])=[O:4])=[CH:10][CH:9]=2)=[CH:28][CH:27]=1)[CH3:24]. Given the reactants [CH3:1][S:2]([C:5]1[CH:10]=[CH:9][C:8]([CH2:11][C:12]([OH:14])=O)=[CH:7][CH:6]=1)(=[O:4])=[O:3].S(Cl)(Cl)=O.[Cl-].[Al+3].[Cl-].[Cl-].[CH2:23]([O:25][C:26]1[CH:31]=[CH:30][CH:29]=[CH:28][CH:27]=1)[CH3:24], predict the reaction product. (10) Given the reactants [CH3:1][C:2]1[CH:9]=[C:8]([CH3:10])[CH:7]=[CH:6][C:3]=1[CH:4]=O.[NH2:11][C:12]1[N:13]=[N:14][C:15]([CH3:18])=[CH:16][CH:17]=1.C(O[C:22](=[O:35])[C:23]([OH:34])=[CH:24][C:25](=[O:33])[C:26]1[CH:31]=[CH:30][C:29]([CH3:32])=[CH:28][CH:27]=1)C, predict the reaction product. The product is: [CH3:1][C:2]1[CH:9]=[C:8]([CH3:10])[CH:7]=[CH:6][C:3]=1[CH:4]1[N:11]([C:12]2[N:13]=[N:14][C:15]([CH3:18])=[CH:16][CH:17]=2)[C:22](=[O:35])[C:23]([OH:34])=[C:24]1[C:25](=[O:33])[C:26]1[CH:27]=[CH:28][C:29]([CH3:32])=[CH:30][CH:31]=1.